Dataset: Forward reaction prediction with 1.9M reactions from USPTO patents (1976-2016). Task: Predict the product of the given reaction. (1) Given the reactants [F:1][C:2]1[CH:7]=[CH:6][CH:5]=[C:4]([F:8])[C:3]=1B(O)O.Br[C:13]1[CH:14]=[C:15]2[C:19]3=[C:20]([CH2:22][S:23][CH2:24][CH2:25][N:18]3[C@H:17]3[CH2:26][CH2:27][N:28](C(OC(C)(C)C)=O)[CH2:29][C@@H:16]23)[CH:21]=1, predict the reaction product. The product is: [F:1][C:2]1[CH:7]=[CH:6][CH:5]=[C:4]([F:8])[C:3]=1[C:13]1[CH:14]=[C:15]2[C:19]3=[C:20]([CH2:22][S:23][CH2:24][CH2:25][N:18]3[C@H:17]3[CH2:26][CH2:27][NH:28][CH2:29][C@@H:16]23)[CH:21]=1. (2) Given the reactants Br[C:2]1[CH:3]=[C:4]([N+:10]([O-:12])=[O:11])[C:5](=[O:9])[N:6]([CH3:8])[CH:7]=1.[CH3:13][C:14]1([CH3:30])[C:18]([CH3:20])([CH3:19])[O:17][B:16]([B:16]2[O:17][C:18]([CH3:20])([CH3:19])[C:14]([CH3:30])([CH3:13])[O:15]2)[O:15]1.C([O-])(=O)C.[K+].C(Cl)Cl, predict the reaction product. The product is: [CH3:8][N:6]1[CH:7]=[C:2]([B:16]2[O:17][C:18]([CH3:20])([CH3:19])[C:14]([CH3:30])([CH3:13])[O:15]2)[CH:3]=[C:4]([N+:10]([O-:12])=[O:11])[C:5]1=[O:9]. (3) Given the reactants [CH:1]1([NH:5][C:6]2[CH:7]=[C:8]([CH:11]=[CH:12][C:13]=2[N+:14]([O-])=O)[C:9]#[N:10])[CH2:4][CH2:3][CH2:2]1.[Cl-].[NH4+], predict the reaction product. The product is: [NH2:14][C:13]1[CH:12]=[CH:11][C:8]([C:9]#[N:10])=[CH:7][C:6]=1[NH:5][CH:1]1[CH2:2][CH2:3][CH2:4]1. (4) Given the reactants [CH3:1][C:2]1[CH:6]=[CH:5][S:4][N:3]=1.[O:7]1[C:11]2([CH2:16][CH2:15][C:14](=[O:17])[CH2:13][CH2:12]2)[O:10][CH2:9][CH2:8]1, predict the reaction product. The product is: [CH3:1][C:2]1[CH:6]=[C:5]([C:14]2([OH:17])[CH2:15][CH2:16][C:11]3([O:10][CH2:9][CH2:8][O:7]3)[CH2:12][CH2:13]2)[S:4][N:3]=1. (5) Given the reactants [Cl:1][C:2]1[CH:7]=[CH:6][C:5]([C@:8]23[C@H:15]([C:16]4[CH:21]=[CH:20][CH:19]=[CH:18][CH:17]=4)[CH2:14][C:13](=O)[C@@:12]2(O)[C:11]2[C:24]([O:31][CH2:32][CH3:33])=[CH:25]C(OCC)=C[C:10]=2[O:9]3)=[CH:4][CH:3]=1.CO[C:36](=[O:38])[O-:37].CO[Mg+].[C:42]([O:45][CH2:46][CH3:47])(=[O:44])[CH3:43], predict the reaction product. The product is: [Cl:1][C:2]1[CH:3]=[CH:4][C:5]([C@:8]23[C@H:15]([C:16]4[CH:17]=[CH:18][CH:19]=[CH:20][CH:21]=4)[C@H:14]([C:36]([OH:37])=[O:38])[CH2:13][C@@H:12]2[C:43]2[C:42]([O:45][CH2:46][CH3:47])([OH:44])[CH2:25][C:24]([O:31][CH2:32][CH3:33])=[CH:11][C:10]=2[O:9]3)=[CH:6][CH:7]=1. (6) Given the reactants [CH3:1][O:2][C:3]1[CH:8]=[C:7]([CH2:9][CH2:10][CH2:11][CH2:12][CH3:13])[CH:6]=[C:5]([O:14][CH3:15])[C:4]=1[CH:16]1[CH2:21][CH2:20][CH2:19][CH2:18][CH:17]1[C:22]([O:24][CH3:25])=[O:23].[Na].C(O)(=O)C, predict the reaction product. The product is: [CH3:15][O:14][C:5]1[CH:6]=[C:7]([CH2:9][CH2:10][CH2:11][CH2:12][CH3:13])[CH:8]=[C:3]([O:2][CH3:1])[C:4]=1[C@@H:16]1[CH2:21][CH2:20][CH2:19][CH2:18][C@H:17]1[C:22]([O:24][CH3:25])=[O:23]. (7) Given the reactants [CH:1]([C:4]1[N:5]=[C:6](/[CH:9]=[CH:10]/[C:11]2[CH:36]=[CH:35][N:14]3[C:15](=[O:34])[C:16](/[CH:25]=[CH:26]/[C:27]([O:29]C(C)(C)C)=[O:28])=[C:17]([N:19]4[CH2:24][CH2:23][O:22][CH2:21][CH2:20]4)[N:18]=[C:13]3[CH:12]=2)[S:7][CH:8]=1)([CH3:3])[CH3:2].Cl, predict the reaction product. The product is: [CH:1]([C:4]1[N:5]=[C:6](/[CH:9]=[CH:10]/[C:11]2[CH:36]=[CH:35][N:14]3[C:15](=[O:34])[C:16](/[CH:25]=[CH:26]/[C:27]([OH:29])=[O:28])=[C:17]([N:19]4[CH2:20][CH2:21][O:22][CH2:23][CH2:24]4)[N:18]=[C:13]3[CH:12]=2)[S:7][CH:8]=1)([CH3:3])[CH3:2]. (8) Given the reactants [CH3:1][O:2][C:3]1[CH:4]=[C:5]2[C:10](=[CH:11][C:12]=1[O:13][CH3:14])[N:9]=[CH:8][CH:7]=[C:6]2[O:15][C:16]1[CH:22]=[CH:21][C:19]([NH2:20])=[C:18]([CH3:23])[C:17]=1[CH3:24].ClC(Cl)(O[C:29](=[O:35])OC(Cl)(Cl)Cl)Cl.[NH2:37][C:38]1[N:43]=[C:42]([CH3:44])[C:41]([Br:45])=[CH:40][CH:39]=1.CO, predict the reaction product. The product is: [Br:45][C:41]1[CH:40]=[CH:39][C:38]([NH:37][C:29]([NH:20][C:19]2[CH:21]=[CH:22][C:16]([O:15][C:6]3[C:5]4[C:10](=[CH:11][C:12]([O:13][CH3:14])=[C:3]([O:2][CH3:1])[CH:4]=4)[N:9]=[CH:8][CH:7]=3)=[C:17]([CH3:24])[C:18]=2[CH3:23])=[O:35])=[N:43][C:42]=1[CH3:44]. (9) Given the reactants [Cl:1][C:2]1[C:3]([F:40])=[C:4]([C@@H:8]2[C@:12]([C:15]3[CH:20]=[CH:19][C:18]([Cl:21])=[CH:17][C:16]=3[F:22])([C:13]#[N:14])[C@H:11]([CH2:23][C:24]([CH3:27])([CH3:26])[CH3:25])[NH:10][C@H:9]2[C:28]([NH:30][C:31]2[CH:39]=[CH:38][C:34]([C:35]([OH:37])=O)=[CH:33][N:32]=2)=[O:29])[CH:5]=[CH:6][CH:7]=1.[NH2:41][C:42]([CH3:46])([CH3:45])[CH2:43][OH:44].CN(C(ON1N=NC2C=CC=NC1=2)=[N+](C)C)C.F[P-](F)(F)(F)(F)F.CCN(C(C)C)C(C)C, predict the reaction product. The product is: [Cl:1][C:2]1[C:3]([F:40])=[C:4]([C@@H:8]2[C@:12]([C:15]3[CH:20]=[CH:19][C:18]([Cl:21])=[CH:17][C:16]=3[F:22])([C:13]#[N:14])[C@H:11]([CH2:23][C:24]([CH3:26])([CH3:27])[CH3:25])[NH:10][C@H:9]2[C:28]([NH:30][C:31]2[CH:39]=[CH:38][C:34]([C:35]([NH:41][C:42]([CH3:46])([CH3:45])[CH2:43][OH:44])=[O:37])=[CH:33][N:32]=2)=[O:29])[CH:5]=[CH:6][CH:7]=1. (10) Given the reactants CC(OC([NH:8][C:9]1([C:17]([O:19]C)=[O:18])[CH2:14][CH2:13][S:12](=[O:16])(=[O:15])[CH2:11][CH2:10]1)=O)(C)C.[C:21]([OH:27])([C:23]([F:26])([F:25])[F:24])=[O:22], predict the reaction product. The product is: [F:24][C:23]([F:26])([F:25])[C:21]([OH:27])=[O:22].[NH2:8][C:9]1([C:17]([OH:19])=[O:18])[CH2:14][CH2:13][S:12](=[O:15])(=[O:16])[CH2:11][CH2:10]1.